Dataset: Full USPTO retrosynthesis dataset with 1.9M reactions from patents (1976-2016). Task: Predict the reactants needed to synthesize the given product. (1) Given the product [Br:58][C:59]1[CH:60]=[C:61]([CH2:62][NH:63][C:26]([C:25]2[CH:29]=[CH:30][CH:31]=[C:23]([C:21]([NH:20][CH2:19][C:10]3[C:11]([NH:12][CH:13]4[CH2:14][CH2:15][O:16][CH2:17][CH2:18]4)=[C:6]4[CH:5]=[N:4][N:3]([CH2:1][CH3:2])[C:7]4=[N:8][C:9]=3[CH2:32][CH3:33])=[O:22])[CH:24]=2)=[O:27])[CH:64]=[C:65]([Cl:67])[CH:66]=1, predict the reactants needed to synthesize it. The reactants are: [CH2:1]([N:3]1[C:7]2=[N:8][C:9]([CH2:32][CH3:33])=[C:10]([CH2:19][NH:20][C:21]([C:23]3[CH:24]=[C:25]([CH:29]=[CH:30][CH:31]=3)[C:26](O)=[O:27])=[O:22])[C:11]([NH:12][CH:13]3[CH2:18][CH2:17][O:16][CH2:15][CH2:14]3)=[C:6]2[CH:5]=[N:4]1)[CH3:2].CN(C(ON1N=NC2C=CC=CC1=2)=[N+](C)C)C.F[P-](F)(F)(F)(F)F.[Br:58][C:59]1[CH:60]=[C:61]([CH:64]=[C:65]([Cl:67])[CH:66]=1)[CH2:62][NH2:63]. (2) Given the product [C:35]([O:32][CH:30]1[CH2:29][N:28]([CH2:27][C:3]2[C:2]([CH3:1])=[CH:6][N:5]([C:7]3[C:12]([CH3:13])=[CH:11][N:10]=[C:9]([NH:14][C:15]4[CH:20]=[C:19]([O:21][CH3:22])[C:18]([O:23][CH3:24])=[C:17]([O:25][CH3:26])[CH:16]=4)[N:8]=3)[CH:4]=2)[CH2:31]1)(=[O:36])[C:34]([CH3:45])([CH3:44])[CH3:33], predict the reactants needed to synthesize it. The reactants are: [CH3:1][C:2]1[C:3]([CH2:27][N:28]2[CH2:31][CH:30]([OH:32])[CH2:29]2)=[CH:4][N:5]([C:7]2[C:12]([CH3:13])=[CH:11][N:10]=[C:9]([NH:14][C:15]3[CH:20]=[C:19]([O:21][CH3:22])[C:18]([O:23][CH3:24])=[C:17]([O:25][CH3:26])[CH:16]=3)[N:8]=2)[CH:6]=1.[CH3:33][C:34]([CH3:45])([CH3:44])[C:35](O[C:35](=[O:36])[C:34]([CH3:45])([CH3:44])[CH3:33])=[O:36].